From a dataset of Forward reaction prediction with 1.9M reactions from USPTO patents (1976-2016). Predict the product of the given reaction. The product is: [C:29]([NH:1][C:2]1[CH:7]=[C:6]([C:18]2[CH:19]=[CH:20][C:15]([Br:14])=[C:16]([O:25][CH3:26])[C:17]=2[F:24])[N:5]=[C:4]([C:9]([O:11][CH3:12])=[O:10])[C:3]=1[Cl:13])(=[O:30])[CH3:32]. Given the reactants [NH2:1][C:2]1[CH:7]=[C:6](I)[N:5]=[C:4]([C:9]([O:11][CH3:12])=[O:10])[C:3]=1[Cl:13].[Br:14][C:15]1[CH:20]=[CH:19][C:18](B(O)O)=[C:17]([F:24])[C:16]=1[O:25][CH3:26].[F-].[Cs+].[CH2:29]([CH2:32]OC)[O:30]C, predict the reaction product.